Dataset: Reaction yield outcomes from USPTO patents with 853,638 reactions. Task: Predict the reaction yield, written as a fraction of the theoretical maximum amount of product (1.0 means a 100% yield; for example, 0.34 means a 34% yield). The reactants are [H-].[Na+].[CH:3]1[C:12]2[C:7](=[CH:8][C:9]([N:13]3[CH:17]=[C:16]([NH2:18])[CH:15]=[N:14]3)=[CH:10][CH:11]=2)[CH:6]=[CH:5][N:4]=1.[Cl:19][C:20]1[CH:40]=[CH:39][C:23]([CH2:24][C@H:25]2[CH2:29]OS(=O)(=O)[N:26]2C(OC(C)(C)C)=O)=[CH:22][CH:21]=1.O. The catalyst is CN(C=O)C. The product is [NH2:26][C@@H:25]([CH2:24][C:23]1[CH:22]=[CH:21][C:20]([Cl:19])=[CH:40][CH:39]=1)[CH2:29][NH:18][C:16]1[CH:15]=[N:14][N:13]([C:9]2[CH:8]=[C:7]3[C:12](=[CH:11][CH:10]=2)[CH:3]=[N:4][CH:5]=[CH:6]3)[CH:17]=1. The yield is 0.230.